Task: Predict the product of the given reaction.. Dataset: Forward reaction prediction with 1.9M reactions from USPTO patents (1976-2016) (1) Given the reactants [Cl:1][C:2]1[CH:3]=[C:4]([NH:17][C:18]2[C:23]3=[C:24]([CH2:27][S:28][C:29]4[CH:34]=[CH:33][CH:32]=[CH:31][CH:30]=4)[CH:25]=[CH:26][N:22]3[N:21]=[CH:20][N:19]=2)[CH:5]=[CH:6][C:7]=1[O:8][CH2:9][C:10]1[CH:15]=[CH:14][CH:13]=[C:12]([F:16])[CH:11]=1.ClC1C=CC=C(C(OO)=[O:43])C=1, predict the reaction product. The product is: [C:29]1([S:28]([CH2:27][C:24]2[CH:25]=[CH:26][N:22]3[C:23]=2[C:18]([NH:17][C:4]2[CH:5]=[CH:6][C:7]([O:8][CH2:9][C:10]4[CH:15]=[CH:14][CH:13]=[C:12]([F:16])[CH:11]=4)=[C:2]([Cl:1])[CH:3]=2)=[N:19][CH:20]=[N:21]3)=[O:43])[CH:30]=[CH:31][CH:32]=[CH:33][CH:34]=1. (2) Given the reactants [F:1][C:2]1[C:7](B(O)O)=[CH:6][CH:5]=[CH:4][N:3]=1.C(=O)([O-])[O-].[Na+].[Na+].C(OC([N:24]([C:29]1[S:30][CH2:31][C@@H:32]2[CH2:37][CH2:36][CH2:35][C@:33]2([C:38]2[CH:43]=[C:42]([Cl:44])[CH:41]=[C:40](Br)[CH:39]=2)[N:34]=1)C(OC)=O)=O)(C)(C)C, predict the reaction product. The product is: [Cl:44][C:42]1[CH:43]=[C:38]([C@:33]23[CH2:35][CH2:36][CH2:37][C@H:32]2[CH2:31][S:30][C:29]([NH2:24])=[N:34]3)[CH:39]=[C:40]([C:7]2[C:2]([F:1])=[N:3][CH:4]=[CH:5][CH:6]=2)[CH:41]=1.